This data is from Catalyst prediction with 721,799 reactions and 888 catalyst types from USPTO. The task is: Predict which catalyst facilitates the given reaction. Reactant: [C:1]([C:4]1[CH:9]=[N:8][N:7]2[CH:10]=[C:11]([C:13]3[CH:14]=[N:15][C:16]([CH2:19][N:20]4C(=O)C5C(=CC=CC=5)C4=O)=[CH:17][CH:18]=3)[CH:12]=[C:6]2[C:5]=1[NH:31][C@H:32]1[C@@H:36]([CH2:37][CH3:38])[CH2:35][N:34]([C:39]([O:41][CH2:42][C:43]2[CH:48]=[CH:47][CH:46]=[CH:45][CH:44]=2)=[O:40])[CH2:33]1)(=[O:3])[NH2:2].O.NN.C1COCC1. Product: [NH2:20][CH2:19][C:16]1[N:15]=[CH:14][C:13]([C:11]2[CH:12]=[C:6]3[C:5]([NH:31][C@H:32]4[C@@H:36]([CH2:37][CH3:38])[CH2:35][N:34]([C:39]([O:41][CH2:42][C:43]5[CH:44]=[CH:45][CH:46]=[CH:47][CH:48]=5)=[O:40])[CH2:33]4)=[C:4]([C:1](=[O:3])[NH2:2])[CH:9]=[N:8][N:7]3[CH:10]=2)=[CH:18][CH:17]=1. The catalyst class is: 14.